Dataset: Reaction yield outcomes from USPTO patents with 853,638 reactions. Task: Predict the reaction yield, written as a fraction of the theoretical maximum amount of product (1.0 means a 100% yield; for example, 0.34 means a 34% yield). (1) The reactants are S(=O)(=O)(O)[OH:2].[CH3:6][C:7]1[CH:8]=[C:9]([CH2:16][C:17]#N)[CH:10]=[CH:11][C:12]=1[N+:13]([O-:15])=[O:14].[CH3:19][OH:20]. No catalyst specified. The product is [CH3:19][O:20][C:17](=[O:2])[CH2:16][C:9]1[CH:10]=[CH:11][C:12]([N+:13]([O-:15])=[O:14])=[C:7]([CH3:6])[CH:8]=1. The yield is 0.650. (2) No catalyst specified. The reactants are [OH:1][C@H:2]([C:8]1[S:9][CH:10]=[CH:11][CH:12]=1)[CH2:3][C:4](OC)=[O:5].[CH3:13][NH2:14]. The yield is 0.880. The product is [CH3:13][NH:14][C:4](=[O:5])[CH2:3][C@H:2]([OH:1])[C:8]1[S:9][CH:10]=[CH:11][CH:12]=1.